This data is from Full USPTO retrosynthesis dataset with 1.9M reactions from patents (1976-2016). The task is: Predict the reactants needed to synthesize the given product. (1) Given the product [C:1]([O:5][C:6](=[O:15])[NH:7][C:8]1[CH:13]=[CH:12][CH:11]=[C:10]([NH:14][C:23]([NH:22][C:16]2[CH:21]=[CH:20][CH:19]=[CH:18][CH:17]=2)=[O:24])[CH:9]=1)([CH3:4])([CH3:2])[CH3:3], predict the reactants needed to synthesize it. The reactants are: [C:1]([O:5][C:6](=[O:15])[NH:7][C:8]1[CH:13]=[CH:12][CH:11]=[C:10]([NH2:14])[CH:9]=1)([CH3:4])([CH3:3])[CH3:2].[C:16]1([N:22]=[C:23]=[O:24])[CH:21]=[CH:20][CH:19]=[CH:18][CH:17]=1. (2) Given the product [CH3:16][C:8]1[CH:7]=[C:6]([N:17]2[C:18]3[C:23](=[N:22][CH:21]=[CH:20][N:19]=3)[N:24]([C:25]3[CH:30]=[CH:29][CH:28]=[CH:27][CH:26]=3)[CH:31]2[O:32][CH2:33][CH3:34])[CH:5]=[C:4]([CH3:3])[C:9]=1[C:10]1[CH:11]=[CH:12][N:13]=[CH:14][CH:15]=1, predict the reactants needed to synthesize it. The reactants are: [Cl-].[Cl-].[CH3:3][C:4]1[CH:5]=[C:6]([NH2+:17][C:18]2[C:23]([NH2+:24][C:25]3[CH:30]=[CH:29][CH:28]=[CH:27][CH:26]=3)=[N:22][CH:21]=[CH:20][N:19]=2)[CH:7]=[C:8]([CH3:16])[C:9]=1[C:10]1[CH:15]=[CH:14][N:13]=[CH:12][CH:11]=1.[CH:31](OCC)(OCC)[O:32][CH2:33][CH3:34].